This data is from Full USPTO retrosynthesis dataset with 1.9M reactions from patents (1976-2016). The task is: Predict the reactants needed to synthesize the given product. Given the product [OH:1][C:2]1[C:7]([C:8]([O:10][CH2:11][CH3:12])=[O:9])=[CH:6][N:5]=[C:4]2[S:13][C:14]([CH2:27][OH:28])=[CH:15][C:3]=12, predict the reactants needed to synthesize it. The reactants are: [OH:1][C:2]1[C:7]([C:8]([O:10][CH2:11][CH3:12])=[O:9])=[CH:6][N:5]=[C:4]2[S:13][CH:14]=[CH:15][C:3]=12.[Li+].CC([N-]C(C)C)C.CN([CH:27]=[O:28])C.